From a dataset of Forward reaction prediction with 1.9M reactions from USPTO patents (1976-2016). Predict the product of the given reaction. (1) Given the reactants [N+:1]([C:4]1[CH:9]=[C:8]([N+:10]([O-:12])=[O:11])[CH:7]=[CH:6][C:5]=1[CH2:13][C:14]([OH:16])=[O:15])([O-:3])=[O:2].[CH3:17][Si](C=[N+]=[N-])(C)C, predict the reaction product. The product is: [CH3:17][O:15][C:14](=[O:16])[CH2:13][C:5]1[CH:6]=[CH:7][C:8]([N+:10]([O-:12])=[O:11])=[CH:9][C:4]=1[N+:1]([O-:3])=[O:2]. (2) Given the reactants C[O:2][C:3](=[O:17])[CH2:4][CH2:5][C:6]1[CH:16]=[CH:15][C:9]2[NH:10][C:11](=[O:14])[CH2:12][O:13][C:8]=2[CH:7]=1.[Li+].[OH-], predict the reaction product. The product is: [O:14]=[C:11]1[NH:10][C:9]2[CH:15]=[CH:16][C:6]([CH2:5][CH2:4][C:3]([OH:17])=[O:2])=[CH:7][C:8]=2[O:13][CH2:12]1. (3) The product is: [C:1]([O:4][C@@H:5]1[C@@H:10]([O:11][C:12](=[O:14])[CH3:13])[C@H:9]([O:15][C:16](=[O:18])[CH3:17])[C@@H:8]([CH2:19][O:20][C:21](=[O:23])[CH3:22])[O:7][C@H:6]1[C:24]1[CH:29]=[CH:28][C:27]([CH3:30])=[C:26]([CH2:31][C:32]2[S:33][C:34]([C:44]3[CH:43]=[CH:42][CH:41]=[C:40]([N:39]([CH3:49])[CH3:38])[CH:45]=3)=[CH:35][CH:36]=2)[CH:25]=1)(=[O:3])[CH3:2]. Given the reactants [C:1]([O:4][C@@H:5]1[C@@H:10]([O:11][C:12](=[O:14])[CH3:13])[C@H:9]([O:15][C:16](=[O:18])[CH3:17])[C@@H:8]([CH2:19][O:20][C:21](=[O:23])[CH3:22])[O:7][C@H:6]1[C:24]1[CH:29]=[CH:28][C:27]([CH3:30])=[C:26]([CH2:31][C:32]2[S:33][C:34](Cl)=[CH:35][CH:36]=2)[CH:25]=1)(=[O:3])[CH3:2].[CH3:38][N:39]([CH3:49])[C:40]1[CH:41]=[C:42](B(O)O)[CH:43]=[CH:44][CH:45]=1, predict the reaction product. (4) Given the reactants Cl[C:2]1[CH:3]=[CH:4][C:5]2[C:6]3[C:14]([NH:15][C@H:16]([CH:21]4[CH2:23][CH2:22]4)[C:17]([F:20])([F:19])[F:18])=[N:13][CH:12]=[C:11]([C:24]([NH2:26])=[O:25])[C:7]=3[NH:8][C:9]=2[CH:10]=1.[NH2:27][C:28]1[N:33]=[CH:32][C:31](B2OC(C)(C)C(C)(C)O2)=[CH:30][N:29]=1.C1(P(C2CCCCC2)C2CCCCC2)CCCCC1.[O-]P([O-])([O-])=O.[K+].[K+].[K+], predict the reaction product. The product is: [NH2:27][C:28]1[N:33]=[CH:32][C:31]([C:2]2[CH:3]=[CH:4][C:5]3[C:6]4[C:14]([NH:15][C@H:16]([CH:21]5[CH2:22][CH2:23]5)[C:17]([F:19])([F:18])[F:20])=[N:13][CH:12]=[C:11]([C:24]([NH2:26])=[O:25])[C:7]=4[NH:8][C:9]=3[CH:10]=2)=[CH:30][N:29]=1. (5) Given the reactants [CH2:1]([O:3][C:4]([C:6]1[C:7](N)=[N:8][C:9]2[C:14]([C:15]=1C1C=CC(C)=CC=1)=[CH:13][C:12](Br)=[CH:11][CH:10]=2)=[O:5])[CH3:2].[B-](F)(F)(F)F.[CH3:30]C([PH+](C(C)(C)C)C(C)(C)C)(C)C.[CH3:43][NH2:44].[CH2:45]1[CH2:55][CH2:54][N:53]2[C:48](=NCCC2)[CH2:47][CH2:46]1.C1C[O:59][CH2:58]C1, predict the reaction product. The product is: [CH3:43][NH:44][C:58]([C:12]1[CH:13]=[C:14]2[C:9](=[CH:10][CH:11]=1)[N:8]=[CH:7][C:6]([C:4]([O:3][CH2:1][CH3:2])=[O:5])=[C:15]2[NH:53][C:48]1[CH:47]=[CH:46][C:45]([CH3:30])=[CH:55][CH:54]=1)=[O:59]. (6) Given the reactants Cl[C:2]1[N:7]2[N:8]=[C:9]([NH2:11])[N:10]=[C:6]2[CH:5]=[CH:4][CH:3]=1.[CH:12]1([NH2:19])[CH2:18][CH2:17][CH2:16][CH2:15][CH2:14][CH2:13]1, predict the reaction product. The product is: [CH:12]1([NH:19][C:2]2[N:7]3[N:8]=[C:9]([NH2:11])[N:10]=[C:6]3[CH:5]=[CH:4][CH:3]=2)[CH2:18][CH2:17][CH2:16][CH2:15][CH2:14][CH2:13]1.